Dataset: Forward reaction prediction with 1.9M reactions from USPTO patents (1976-2016). Task: Predict the product of the given reaction. (1) Given the reactants [C:1]([N:4]1[CH2:18][CH2:17][CH2:16][C:5]21[C:8](=[O:9])[N:7]([CH2:10][C:11]([O:13]CC)=[O:12])[CH2:6]2)(=[O:3])[CH3:2].O.O[Li].O, predict the reaction product. The product is: [C:1]([N:4]1[CH2:18][CH2:17][CH2:16][C:5]21[C:8](=[O:9])[N:7]([CH2:10][C:11]([OH:13])=[O:12])[CH2:6]2)(=[O:3])[CH3:2]. (2) Given the reactants C(O[C:6]([N:8]1[CH2:12][C:11](=[N:13][O:14][CH3:15])[CH2:10][C@H:9]1[C:16]([OH:18])=O)=[O:7])(C)(C)C.[C:19]1([C:28]2[CH:33]=[CH:32][CH:31]=[CH:30][CH:29]=2)[CH:24]=[CH:23][C:22](C(Cl)=O)=[CH:21][CH:20]=1.[NH2:34][C@H:35]1[CH2:40][CH2:39][C@H:38]([OH:41])[CH2:37][CH2:36]1, predict the reaction product. The product is: [C:28]1([C:19]2[CH:20]=[CH:21][CH:22]=[CH:23][CH:24]=2)[CH:29]=[CH:30][C:31]([C:6]([N:8]2[CH2:12][C:11](=[N:13][O:14][CH3:15])[CH2:10][C@H:9]2[C:16]([NH:34][C@H:35]2[CH2:40][CH2:39][C@H:38]([OH:41])[CH2:37][CH2:36]2)=[O:18])=[O:7])=[CH:32][CH:33]=1. (3) Given the reactants [CH2:1]([O:3][C:4](=[O:29])[C:5](=[CH:11][NH:12][C:13]1[N:14]([C:25]([CH3:28])([CH3:27])[CH3:26])[N:15]=[C:16]([C:18]2[CH:23]=[CH:22][C:21]([CH3:24])=[CH:20][CH:19]=2)[CH:17]=1)[C:6]([O:8]CC)=O)[CH3:2], predict the reaction product. The product is: [CH2:1]([O:3][C:4]([C:5]1[C:6]([OH:8])=[C:17]2[C:16]([C:18]3[CH:19]=[CH:20][C:21]([CH3:24])=[CH:22][CH:23]=3)=[N:15][N:14]([C:25]([CH3:27])([CH3:26])[CH3:28])[C:13]2=[N:12][CH:11]=1)=[O:29])[CH3:2]. (4) Given the reactants Br[C:2]1[CH:7]=[CH:6][C:5]([C:8]2[O:12][N:11]=[C:10]([CH3:13])[C:9]=2[CH:14]([C:16]2[N:17]=[N:18][N:19]([CH2:21][C:22]3[C:27]([Cl:28])=[CH:26][CH:25]=[CH:24][C:23]=3[Cl:29])[CH:20]=2)[OH:15])=[CH:4][CH:3]=1.[CH2:30]([O:32][C:33]([C:35]1([C:38]2[CH:43]=[CH:42][C:41](B3OC(C)(C)C(C)(C)O3)=[CH:40][CH:39]=2)[CH2:37][CH2:36]1)=[O:34])[CH3:31], predict the reaction product. The product is: [CH2:30]([O:32][C:33]([C:35]1([C:38]2[CH:43]=[CH:42][C:41]([C:2]3[CH:7]=[CH:6][C:5]([C:8]4[O:12][N:11]=[C:10]([CH3:13])[C:9]=4[CH:14]([C:16]4[N:17]=[N:18][N:19]([CH2:21][C:22]5[C:23]([Cl:29])=[CH:24][CH:25]=[CH:26][C:27]=5[Cl:28])[CH:20]=4)[OH:15])=[CH:4][CH:3]=3)=[CH:40][CH:39]=2)[CH2:36][CH2:37]1)=[O:34])[CH3:31]. (5) The product is: [OH:9][C:4]1[C:5]([CH3:8])=[C:6]2[C:7](=[C:2]([CH3:1])[CH:3]=1)[O:16][C:14](=[O:15])[CH2:13][C:12]2([CH3:17])[CH3:11]. Given the reactants [CH3:1][C:2]1[CH:7]=[CH:6][C:5]([CH3:8])=[C:4]([OH:9])[C:3]=1O.[CH3:11][C:12]([CH3:17])=[CH:13][C:14]([OH:16])=[O:15].CS(O)(=O)=O, predict the reaction product.